This data is from Full USPTO retrosynthesis dataset with 1.9M reactions from patents (1976-2016). The task is: Predict the reactants needed to synthesize the given product. (1) Given the product [Br:12][C:10]1[CH2:15][CH:14]([C:13]([O:17][CH3:18])=[O:16])[N:8]([C:3]2[CH:4]=[CH:5][CH:6]=[CH:7][C:2]=2[Cl:1])[N:9]=1, predict the reactants needed to synthesize it. The reactants are: [Cl:1][C:2]1[CH:7]=[CH:6][CH:5]=[CH:4][C:3]=1[NH:8][N:9]=[C:10]([Br:12])Br.[C:13]([O:17][CH3:18])(=[O:16])[CH:14]=[CH2:15].C(N(CC)C(C)C)(C)C. (2) Given the product [C:15]1([C:10]2[CH2:9][NH:8][CH2:13][CH2:12][CH:11]=2)[CH:20]=[CH:19][CH:18]=[CH:17][CH:16]=1, predict the reactants needed to synthesize it. The reactants are: C([N:8]1[CH2:13][CH2:12][CH2:11][C:10](=O)[CH2:9]1)(OC(C)(C)C)=O.[C:15]1([Mg]Br)[CH:20]=[CH:19][CH:18]=[CH:17][CH:16]=1.FC(F)(F)C(O)=O. (3) Given the product [NH:30]1[CH:31]=[CH:32][C:28]([NH:27][C:2]2[C:3]3[CH:20]=[CH:19][N:18]([CH2:21][C:22]([N:24]([CH3:26])[CH3:25])=[O:23])[C:4]=3[N:5]=[C:6]([S:8]([C:11]3[CH:16]=[CH:15][C:14]([F:17])=[CH:13][CH:12]=3)(=[O:10])=[O:9])[N:7]=2)=[N:29]1, predict the reactants needed to synthesize it. The reactants are: Cl[C:2]1[C:3]2[CH:20]=[CH:19][N:18]([CH2:21][C:22]([N:24]([CH3:26])[CH3:25])=[O:23])[C:4]=2[N:5]=[C:6]([S:8]([C:11]2[CH:16]=[CH:15][C:14]([F:17])=[CH:13][CH:12]=2)(=[O:10])=[O:9])[N:7]=1.[NH2:27][C:28]1[CH:32]=[CH:31][NH:30][N:29]=1.[I-].[Na+].CCN(C(C)C)C(C)C.